This data is from Full USPTO retrosynthesis dataset with 1.9M reactions from patents (1976-2016). The task is: Predict the reactants needed to synthesize the given product. (1) Given the product [Br:1][C:2]1[C:23]([O:24][CH3:25])=[CH:22][C:5]2[C:6]3[N:11]([CH:12]([CH2:14][CH3:15])[CH2:13][C:4]=2[CH:3]=1)[CH:10]=[C:9]([C:16]([OH:18])=[O:17])[C:8](=[O:21])[CH:7]=3, predict the reactants needed to synthesize it. The reactants are: [Br:1][C:2]1[C:23]([O:24][CH3:25])=[CH:22][C:5]2[C:6]3[N:11]([CH:12]([CH2:14][CH3:15])[CH2:13][C:4]=2[CH:3]=1)[CH:10]=[C:9]([C:16]([O:18]CC)=[O:17])[C:8](=[O:21])[CH:7]=3.[OH-].[Li+].Cl. (2) Given the product [CH3:22][N:11]([CH2:10][C:2]1[N:3]([CH2:24][CH:25]2[CH2:30][CH2:29][CH2:28][N:27]([C:31]([O:33][C:34]([CH3:35])([CH3:37])[CH3:36])=[O:32])[CH2:26]2)[C:4]2[CH:9]=[CH:8][CH:7]=[CH:6][C:5]=2[N:1]=1)[CH:12]1[C:21]2[N:20]=[CH:19][CH:18]=[CH:17][C:16]=2[CH2:15][CH2:14][CH2:13]1, predict the reactants needed to synthesize it. The reactants are: [NH:1]1[C:5]2[CH:6]=[CH:7][CH:8]=[CH:9][C:4]=2[N:3]=[C:2]1[CH2:10][N:11]([CH3:22])[CH:12]1[C:21]2[N:20]=[CH:19][CH:18]=[CH:17][C:16]=2[CH2:15][CH2:14][CH2:13]1.Cl[CH2:24][CH:25]1[CH2:30][CH2:29][CH2:28][N:27]([C:31]([O:33][C:34]([CH3:37])([CH3:36])[CH3:35])=[O:32])[CH2:26]1.CN(CC1N(CCN2CCCCC2)C2C=CC=CC=2N=1)C1C2N=CC=CC=2CCC1.